Dataset: Reaction yield outcomes from USPTO patents with 853,638 reactions. Task: Predict the reaction yield, written as a fraction of the theoretical maximum amount of product (1.0 means a 100% yield; for example, 0.34 means a 34% yield). (1) The reactants are [Cl:1][C:2]1[CH:10]=[C:9]2[C:5]([C:6]([C:18]3[N:19]=[C:20]4[C:26]([C:27]([NH:29][CH:30]([CH3:32])[CH3:31])=[O:28])=[CH:25][N:24](COCC[Si](C)(C)C)[C:21]4=[N:22][CH:23]=3)=[N:7][N:8]2[CH2:11][C:12]2[CH:16]=[C:15]([CH3:17])[O:14][N:13]=2)=[CH:4][CH:3]=1.FC(F)(F)C(O)=O.ClCCl.CO. The catalyst is ClCCCl. The product is [Cl:1][C:2]1[CH:10]=[C:9]2[C:5]([C:6]([C:18]3[N:19]=[C:20]4[C:26]([C:27]([NH:29][CH:30]([CH3:32])[CH3:31])=[O:28])=[CH:25][NH:24][C:21]4=[N:22][CH:23]=3)=[N:7][N:8]2[CH2:11][C:12]2[CH:16]=[C:15]([CH3:17])[O:14][N:13]=2)=[CH:4][CH:3]=1. The yield is 0.220. (2) The reactants are C[O:2][C:3]([C:5]1[C:20]([NH:21][C:22]2[CH:27]=[CH:26][C:25]([Br:28])=[CH:24][C:23]=2[Cl:29])=[C:19]([F:30])[C:8]2[N:9]=[CH:10][N:11]([CH2:12][CH:13]3[CH2:18][CH2:17][CH2:16][CH2:15][O:14]3)[C:7]=2[CH:6]=1)=[O:4].O1CCCC1.O.[Li+].[OH-]. The catalyst is O.Cl.C(OCC)(=O)C.O1CCCC1. The product is [Br:28][C:25]1[CH:26]=[CH:27][C:22]([NH:21][C:20]2[C:5]([C:3]([OH:4])=[O:2])=[CH:6][C:7]3[N:11]([CH2:12][CH:13]4[CH2:18][CH2:17][CH2:16][CH2:15][O:14]4)[CH:10]=[N:9][C:8]=3[C:19]=2[F:30])=[C:23]([Cl:29])[CH:24]=1. The yield is 1.00. (3) The reactants are [CH3:1][O:2][C:3]1[CH:11]=[CH:10][C:6]([N:7]([CH3:9])[CH3:8])=[C:5]([N+:12]([O-])=O)[CH:4]=1.[C:15](OC(=O)C)(=[O:17])[CH3:16].[H][H]. The catalyst is C(Cl)(Cl)Cl.[Pd]. The product is [CH3:8][N:7]([CH3:9])[C:6]1[CH:10]=[CH:11][C:3]([O:2][CH3:1])=[CH:4][C:5]=1[NH:12][C:15](=[O:17])[CH3:16]. The yield is 0.600. (4) The reactants are [OH-].[Na+].Cl.[C:4](=[NH:9])(OC)[CH2:5][CH3:6].[C:10]([CH2:12][C:13]([NH:15][NH2:16])=O)#[N:11]. The catalyst is CO. The product is [CH2:5]([C:4]1[NH:9][C:13]([CH2:12][C:10]#[N:11])=[N:15][N:16]=1)[CH3:6]. The yield is 0.880. (5) The reactants are C(N=C=NC(C)C)(C)C.[F:10][C:11]1[CH:16]=[CH:15][C:14]([C:17]2[C:25]3[C:24]([O:26][CH2:27][CH2:28][CH2:29][O:30][C:31]4[CH:32]=[C:33]([CH:37]=[CH:38][CH:39]=4)[C:34](O)=[O:35])=[N:23][CH:22]=[N:21][C:20]=3[S:19][CH:18]=2)=[CH:13][CH:12]=1.Cl.[NH2:41][CH2:42][C:43]([NH2:45])=[O:44].ON1C2C=CC=CC=2N=N1.C(N(C(C)C)CC)(C)C. The catalyst is CN(C)C1C=CN=CC=1.CN(C)C=O. The product is [NH2:45][C:43](=[O:44])[CH2:42][NH:41][C:34](=[O:35])[C:33]1[CH:37]=[CH:38][CH:39]=[C:31]([O:30][CH2:29][CH2:28][CH2:27][O:26][C:24]2[C:25]3[C:17]([C:14]4[CH:15]=[CH:16][C:11]([F:10])=[CH:12][CH:13]=4)=[CH:18][S:19][C:20]=3[N:21]=[CH:22][N:23]=2)[CH:32]=1. The yield is 0.400.